Task: Predict the reactants needed to synthesize the given product.. Dataset: Full USPTO retrosynthesis dataset with 1.9M reactions from patents (1976-2016) (1) Given the product [C:32]([O:35][CH:36]([C:45]1[C:46]([O:52][CH2:53][C:54]2[CH:55]=[CH:56][CH:57]=[CH:58][CH:59]=2)=[N:47][CH:48]=[CH:49][CH:50]=1)[C:37]1[CH:38]=[CH:39][C:40]([CH2:43][CH3:44])=[CH:41][CH:42]=1)(=[O:34])[CH3:33], predict the reactants needed to synthesize it. The reactants are: C(OC1C(C(C2C=CC(CC)=CC=2)O)=CC=CN=1)C1C=CC=CC=1.C(OC(=O)C)(=O)C.[C:32]([O:35][CH:36]([C:45]1[C:46]([O:52][CH2:53][C:54]2[CH:59]=[CH:58][CH:57]=[CH:56][CH:55]=2)=[N:47][C:48](C)=[CH:49][CH:50]=1)[C:37]1[CH:42]=[CH:41][C:40]([CH2:43][CH3:44])=[CH:39][CH:38]=1)(=[O:34])[CH3:33]. (2) The reactants are: Cl.Cl.[O:3]1[C:7]2[CH:8]=[CH:9][C:10]([C:12]3([CH2:18][CH2:19][N:20]4[CH:25]5[CH2:26][CH2:27][CH:21]4[CH2:22][CH:23]([N:28]4[C:32]6[CH:33]=[CH:34][CH:35]=[CH:36][C:31]=6[N:30]=[C:29]4[CH3:37])[CH2:24]5)[CH2:17][CH2:16][NH:15][CH2:14][CH2:13]3)=[CH:11][C:6]=2[O:5][CH2:4]1.C(N(CC)CC)C.[CH3:45][C:46]([CH3:52])([CH2:50][OH:51])[C:47](O)=[O:48].F[P-](F)(F)(F)(F)F.N1(OC(N(C)C)=[N+](C)C)C2N=CC=CC=2N=N1. Given the product [O:3]1[C:7]2[CH:8]=[CH:9][C:10]([C:12]3([CH2:18][CH2:19][N:20]4[C@H:25]5[CH2:26][CH2:27][C@@H:21]4[CH2:22][CH:23]([N:28]4[C:32]6[CH:33]=[CH:34][CH:35]=[CH:36][C:31]=6[N:30]=[C:29]4[CH3:37])[CH2:24]5)[CH2:13][CH2:14][N:15]([C:47](=[O:48])[C:46]([CH3:52])([CH3:45])[CH2:50][OH:51])[CH2:16][CH2:17]3)=[CH:11][C:6]=2[O:5][CH2:4]1, predict the reactants needed to synthesize it.